From a dataset of Forward reaction prediction with 1.9M reactions from USPTO patents (1976-2016). Predict the product of the given reaction. (1) The product is: [F:1][C:2]1[CH:7]=[CH:6][C:5]([F:8])=[CH:4][C:3]=1[C:9]1[CH:14]=[C:13]([C:15]([F:17])([F:16])[F:18])[CH:12]=[C:11]([S:19]([NH:22][C:23]2[CH:31]=[CH:30][C:26]([C:27]([O:29][CH3:33])=[O:28])=[C:25]([OH:32])[CH:24]=2)(=[O:20])=[O:21])[CH:10]=1. Given the reactants [F:1][C:2]1[CH:7]=[CH:6][C:5]([F:8])=[CH:4][C:3]=1[C:9]1[CH:14]=[C:13]([C:15]([F:18])([F:17])[F:16])[CH:12]=[C:11]([S:19]([NH:22][C:23]2[CH:31]=[CH:30][C:26]([C:27]([OH:29])=[O:28])=[C:25]([OH:32])[CH:24]=2)(=[O:21])=[O:20])[CH:10]=1.[C:33](N1C=CN=C1)(N1C=CN=C1)=O.CO.N1C=CC=CC=1, predict the reaction product. (2) The product is: [C:32]([O:12][C:10]([N:6]1[CH2:5][CH:9]=[C:8]([C:29]2[N:34]=[C:33]([C:35]3[CH:40]=[CH:39][C:38]([O:41][C:42]4[CH:47]=[CH:46][CH:45]=[CH:44][CH:43]=4)=[CH:37][CH:36]=3)[C:32]([C:48](=[O:49])[NH2:50])=[CH:31][N:30]=2)[CH2:7]1)=[O:11])([CH3:48])([CH3:33])[CH3:31]. Given the reactants C([C:5]1(B2OC(C)(C)C(C)(C)O2)[CH:9]=[CH:8][CH2:7][N:6]1[C:10]([O-:12])=[O:11])(C)(C)C.C([O-])([O-])=O.[K+].[K+].Cl[C:29]1[N:34]=[C:33]([C:35]2[CH:40]=[CH:39][C:38]([O:41][C:42]3[CH:47]=[CH:46][CH:45]=[CH:44][CH:43]=3)=[CH:37][CH:36]=2)[C:32]([C:48]([NH2:50])=[O:49])=[CH:31][N:30]=1, predict the reaction product.